Dataset: Reaction yield outcomes from USPTO patents with 853,638 reactions. Task: Predict the reaction yield, written as a fraction of the theoretical maximum amount of product (1.0 means a 100% yield; for example, 0.34 means a 34% yield). (1) The reactants are [H-].[Na+].[NH:3]1[CH:7]=[CH:6][N:5]=[CH:4]1.[CH3:8][Si:9]([CH3:16])([CH3:15])[CH2:10][CH2:11][O:12][CH2:13]Cl. The catalyst is O1CCCC1. The product is [CH3:8][Si:9]([CH3:16])([CH3:15])[CH2:10][CH2:11][O:12][CH2:13][N:3]1[CH:7]=[CH:6][N:5]=[CH:4]1. The yield is 0.890. (2) The reactants are C([O:8][C:9]1[C:14]([N+:15]([O-:17])=[O:16])=[C:13]([C:18]2[CH:23]=[CH:22][C:21]([O:24][CH:25]([F:27])[F:26])=[CH:20][C:19]=2[Cl:28])[CH:12]=[CH:11][N:10]=1)C1C=CC=CC=1.C(O)(C(F)(F)F)=O. No catalyst specified. The product is [Cl:28][C:19]1[CH:20]=[C:21]([O:24][CH:25]([F:27])[F:26])[CH:22]=[CH:23][C:18]=1[C:13]1[CH:14]([N+:15]([O-:17])=[O:16])[C:9](=[O:8])[N:10]=[CH:11][CH:12]=1. The yield is 0.930. (3) The reactants are [O:1]1[CH2:5][CH2:4][CH2:3][C@H:2]1[CH2:6][OH:7].[C:21]1(P([C:21]2[CH:26]=[CH:25][CH:24]=[CH:23][CH:22]=2)[C:21]2[CH:26]=[CH:25][CH:24]=[CH:23][CH:22]=2)[CH:26]=[CH:25][CH:24]=[CH:23][CH:22]=1.N(C(OCC)=O)=N[C:29]([O:31]CC)=[O:30].[OH-].[Na+]. The catalyst is C1COCC1.C1(C)C=CC=CC=1.O.CO. The product is [O:1]1[CH2:5][CH2:4][CH2:3][C@H:2]1[CH2:6][O:7][C:24]1[CH:23]=[CH:22][C:21]([C:29]([OH:31])=[O:30])=[CH:26][CH:25]=1. The yield is 0.510. (4) The reactants are [CH3:1][N:2]1[C:10]2[C:5](=[CH:6][CH:7]=[CH:8][CH:9]=2)[CH:4]=[CH:3]1.[Li]C(C)(C)C.B(CC)(CC)CC.Br[C:24]1[C:25]([O:34][CH3:35])=[CH:26][C:27]([O:32][CH3:33])=[C:28]([CH:31]=1)[CH:29]=[O:30].[OH-].[Na+].OO. The catalyst is C1COCC1.Cl[Pd](Cl)([P](C1C=CC=CC=1)(C1C=CC=CC=1)C1C=CC=CC=1)[P](C1C=CC=CC=1)(C1C=CC=CC=1)C1C=CC=CC=1. The product is [CH3:33][O:32][C:27]1[CH:26]=[C:25]([O:34][CH3:35])[C:24]([C:3]2[N:2]([CH3:1])[C:10]3[C:5]([CH:4]=2)=[CH:6][CH:7]=[CH:8][CH:9]=3)=[CH:31][C:28]=1[CH:29]=[O:30]. The yield is 0.250. (5) The reactants are [NH2:1][CH2:2][CH2:3][CH2:4][CH2:5][NH2:6].C(N(C(C)C)CC)(C)C.C([O:18][C:19]([C:21]1[N:26]2[C:27]([C:31](=[O:36])C(Cl)(Cl)Cl)=[C:28]([CH3:30])[N:29]=[C:25]2[CH:24]=[CH:23][CH:22]=1)=O)C.C1C=CC(N([S:44]([C:47]([F:50])([F:49])[F:48])(=[O:46])=[O:45])[S:44]([C:47]([F:50])([F:49])[F:48])(=[O:46])=[O:45])=CC=1. The catalyst is C(#N)C. The product is [CH3:30][C:28]1[N:29]=[C:25]2[N:26]3[C:21]([C:19](=[O:18])[N:1]([CH2:2][CH2:3][CH2:4][CH2:5][NH:6][S:44]([C:47]([F:50])([F:49])[F:48])(=[O:46])=[O:45])[C:31](=[O:36])[C:27]=13)=[CH:22][CH:23]=[CH:24]2. The yield is 0.428. (6) The reactants are Cl[C:2]1[N:11]=[C:10]([N:12]2[CH2:17][CH2:16][O:15][CH2:14][CH2:13]2)[C:9]2[C:4](=[C:5]([C:18]3[CH:19]=[C:20]([OH:24])[CH:21]=[CH:22][CH:23]=3)[CH:6]=[CH:7][CH:8]=2)[N:3]=1.[CH3:25][N:26]([CH3:54])[C:27](=[O:53])[C:28]1[CH:33]=[CH:32][C:31]([NH:34][C:35]([NH:37][C:38]2[CH:43]=[CH:42][C:41](B3OC(C)(C)C(C)(C)O3)=[CH:40][CH:39]=2)=[O:36])=[CH:30][CH:29]=1.C(=O)([O-])[O-].[Cs+].[Cs+].CN(C=O)C. The catalyst is Cl[Pd](Cl)([P](C1C=CC=CC=1)(C1C=CC=CC=1)C1C=CC=CC=1)[P](C1C=CC=CC=1)(C1C=CC=CC=1)C1C=CC=CC=1.O. The product is [OH:24][C:20]1[CH:19]=[C:18]([C:5]2[CH:6]=[CH:7][CH:8]=[C:9]3[C:4]=2[N:3]=[C:2]([C:41]2[CH:40]=[CH:39][C:38]([NH:37][C:35](=[O:36])[NH:34][C:31]4[CH:30]=[CH:29][C:28]([C:27]([N:26]([CH3:54])[CH3:25])=[O:53])=[CH:33][CH:32]=4)=[CH:43][CH:42]=2)[N:11]=[C:10]3[N:12]2[CH2:17][CH2:16][O:15][CH2:14][CH2:13]2)[CH:23]=[CH:22][CH:21]=1. The yield is 0.0600.